The task is: Predict the product of the given reaction.. This data is from Forward reaction prediction with 1.9M reactions from USPTO patents (1976-2016). (1) Given the reactants Br[C:2]1[CH:7]=[CH:6][C:5]([O:8][Si:9]([CH:16]([CH3:18])[CH3:17])([CH:13]([CH3:15])[CH3:14])[CH:10]([CH3:12])[CH3:11])=[CH:4][CH:3]=1.C([Li])CCC.[CH2:24]([O:31][C:32]1[CH:39]=[C:38]([O:40][CH2:41][O:42][CH3:43])[CH:37]=[CH:36][C:33]=1[CH:34]=[O:35])[C:25]1[CH:30]=[CH:29][CH:28]=[CH:27][CH:26]=1.O, predict the reaction product. The product is: [CH2:24]([O:31][C:32]1[CH:39]=[C:38]([O:40][CH2:41][O:42][CH3:43])[CH:37]=[CH:36][C:33]=1[CH:34]([C:2]1[CH:7]=[CH:6][C:5]([O:8][Si:9]([CH:16]([CH3:18])[CH3:17])([CH:13]([CH3:15])[CH3:14])[CH:10]([CH3:12])[CH3:11])=[CH:4][CH:3]=1)[OH:35])[C:25]1[CH:26]=[CH:27][CH:28]=[CH:29][CH:30]=1. (2) Given the reactants C1C=C(Cl)C=C(C(OO)=O)C=1.[Cl:12][C:13]1[CH:18]=[CH:17][CH:16]=[C:15]([Cl:19])[C:14]=1[N:20]1[CH:31]=[C:30]([CH3:32])[C:23]2[N:24]=[C:25](SC)[N:26]=[CH:27][C:22]=2[C:21]1=[O:33].CCN(C(C)C)C(C)C.[NH2:43][C:44]1[CH:49]=[CH:48][C:47]([N:50]2[CH2:55][CH2:54][N:53]([C:56]([O:58][C:59]([CH3:62])([CH3:61])[CH3:60])=[O:57])[CH2:52][CH2:51]2)=[CH:46][CH:45]=1, predict the reaction product. The product is: [Cl:12][C:13]1[CH:18]=[CH:17][CH:16]=[C:15]([Cl:19])[C:14]=1[N:20]1[CH:31]=[C:30]([CH3:32])[C:23]2[N:24]=[C:25]([NH:43][C:44]3[CH:49]=[CH:48][C:47]([N:50]4[CH2:55][CH2:54][N:53]([C:56]([O:58][C:59]([CH3:62])([CH3:61])[CH3:60])=[O:57])[CH2:52][CH2:51]4)=[CH:46][CH:45]=3)[N:26]=[CH:27][C:22]=2[C:21]1=[O:33]. (3) The product is: [Br:1][C:2]1[CH:7]=[C:6]([C@@H:8]2[C@@H:9]([C:11]3[CH:12]=[CH:13][C:14]([F:17])=[CH:15][CH:16]=3)[O:20][C:19](=[O:25])[NH:18]2)[C:5]([F:26])=[CH:4][N:3]=1. Given the reactants [Br:1][C:2]1[CH:7]=[C:6]([C@@H:8]([NH:18][C:19](=[O:25])[O:20]C(C)(C)C)[C@@H:9]([C:11]2[CH:16]=[CH:15][C:14]([F:17])=[CH:13][CH:12]=2)O)[C:5]([F:26])=[CH:4][N:3]=1.FC(F)(F)C(O)=O.C(N1C=CN=C1)(N1C=CN=C1)=O, predict the reaction product. (4) The product is: [Cl:28][C:25]1[CH:24]=[CH:23][C:22]([N:18]([C@H:11]2[C:12]3[C:17](=[CH:16][CH:15]=[CH:14][CH:13]=3)[N:8]([C:6](=[O:7])[C:5]3[CH:4]=[CH:3][C:2]([N:1]4[CH2:40][CH2:41][NH:42][C:43]4=[O:44])=[CH:31][CH:30]=3)[C@@H:9]([CH3:29])[CH2:10]2)[C:19](=[O:21])[CH3:20])=[CH:27][CH:26]=1. Given the reactants [NH2:1][C:2]1[CH:31]=[CH:30][C:5]([C:6]([N:8]2[C:17]3[C:12](=[CH:13][CH:14]=[CH:15][CH:16]=3)[CH:11]([N:18]([C:22]3[CH:27]=[CH:26][C:25]([Cl:28])=[CH:24][CH:23]=3)[C:19](=[O:21])[CH3:20])[CH2:10][CH:9]2[CH3:29])=[O:7])=[CH:4][CH:3]=1.C(N(CC)CC)C.Cl[CH2:40][CH2:41][N:42]=[C:43]=[O:44], predict the reaction product. (5) Given the reactants [OH:1][C:2]1[N:6]([C:7]2[CH:12]=[C:11]([C:13]#[N:14])[CH:10]=[CH:9][N:8]=2)[N:5]=[CH:4][CH:3]=1.[Cl:15][C:16]1[CH:17]=[C:18]([CH2:24]O)[CH:19]=[CH:20][C:21]=1[CH2:22][CH3:23], predict the reaction product. The product is: [Cl:15][C:16]1[CH:17]=[C:18]([CH2:24][O:1][C:2]2[N:6]([C:7]3[CH:12]=[C:11]([C:13]#[N:14])[CH:10]=[CH:9][N:8]=3)[N:5]=[CH:4][CH:3]=2)[CH:19]=[CH:20][C:21]=1[CH2:22][CH3:23]. (6) Given the reactants [Cl:1][C:2]1[N:7]=[CH:6][C:5]([CH2:8][NH:9][C:10]([C:12]2[CH:16]=[C:15]([NH:17][C:18](=[O:28])[C:19]3[CH:24]=[C:23]([F:25])[C:22]([F:26])=[CH:21][C:20]=3[Cl:27])[NH:14][N:13]=2)=[O:11])=[CH:4][CH:3]=1.CO.[ClH:31].C(OCC)(=O)C, predict the reaction product. The product is: [ClH:1].[ClH:31].[Cl:1][C:2]1[N:7]=[CH:6][C:5]([CH2:8][NH:9][C:10]([C:12]2[CH:16]=[C:15]([NH:17][C:18](=[O:28])[C:19]3[CH:24]=[C:23]([F:25])[C:22]([F:26])=[CH:21][C:20]=3[Cl:27])[NH:14][N:13]=2)=[O:11])=[CH:4][CH:3]=1. (7) Given the reactants [CH:1]1([NH:7][C:8]2[CH:13]=[CH:12][CH:11]=[CH:10][CH:9]=2)[CH2:6][CH2:5][CH2:4][CH2:3][CH2:2]1.[CH2:14]([N:21]=[C:22]=[S:23])[C:15]1[CH:20]=[CH:19][CH:18]=[CH:17][CH:16]=1, predict the reaction product. The product is: [CH:8]1([N:7]([C:22]([NH:21][CH2:14][C:15]2[CH:20]=[CH:19][CH:18]=[CH:17][CH:16]=2)=[S:23])[C:1]2[CH:6]=[CH:5][CH:4]=[CH:3][CH:2]=2)[CH2:13][CH2:12][CH2:11][CH2:10][CH2:9]1.